This data is from Forward reaction prediction with 1.9M reactions from USPTO patents (1976-2016). The task is: Predict the product of the given reaction. (1) Given the reactants I[C:2]1[N:14](S(C2C=CC(C)=CC=2)(=O)=O)[C:5]2=[N:6][CH:7]=[C:8]3[CH:12]=[N:11][N:10]([CH3:13])[C:9]3=[C:4]2[CH:3]=1.[CH3:25][N:26]1[CH:30]=[C:29](B2OC(C)(C)C(C)(C)O2)[CH:28]=[N:27]1.C([O-])([O-])=O.[Na+].[Na+].[OH-].[Na+], predict the reaction product. The product is: [CH3:13][N:10]1[C:9]2=[C:4]3[CH:3]=[C:2]([C:29]4[CH:28]=[N:27][N:26]([CH3:25])[CH:30]=4)[NH:14][C:5]3=[N:6][CH:7]=[C:8]2[CH:12]=[N:11]1. (2) Given the reactants O1CCN(CC2C=CC(OCC[N:15]3[C:23]4[C:18](=[CH:19][CH:20]=[C:21]([C:24]([O-:26])=O)[CH:22]=4)[CH:17]=[CH:16]3)=CC=2)CC1.[NH2:29][OH:30], predict the reaction product. The product is: [OH:30][NH:29][C:24]([C:21]1[CH:22]=[C:23]2[C:18]([CH:17]=[CH:16][NH:15]2)=[CH:19][CH:20]=1)=[O:26]. (3) Given the reactants [CH3:1][C:2]1([CH3:13])[C:10]2[C:5](=[CH:6][C:7]([C:11]#[N:12])=[CH:8][CH:9]=2)[NH:4][CH2:3]1.C(N(CC)CC)C.[Cl:21][CH2:22][C:23](Cl)=[O:24], predict the reaction product. The product is: [Cl:21][CH2:22][C:23]([N:4]1[C:5]2[C:10](=[CH:9][CH:8]=[C:7]([C:11]#[N:12])[CH:6]=2)[C:2]([CH3:13])([CH3:1])[CH2:3]1)=[O:24]. (4) Given the reactants Cl[C:2]1[CH:11]=[CH:10][C:9]2[C:4](=[CH:5][CH:6]=[CH:7][CH:8]=2)[N:3]=1.[NH2:12][C:13]1[CH:14]=[CH:15][C:16]([Cl:22])=[C:17]([CH:21]=1)[C:18]([OH:20])=[O:19], predict the reaction product. The product is: [Cl:22][C:16]1[CH:15]=[CH:14][C:13]([NH:12][C:2]2[CH:11]=[CH:10][C:9]3[C:4](=[CH:5][CH:6]=[CH:7][CH:8]=3)[N:3]=2)=[CH:21][C:17]=1[C:18]([OH:20])=[O:19]. (5) Given the reactants [Cl:1][C:2]1[C:7]2[CH:8]=[C:9]([S:11]([O-:13])=[O:12])[S:10][C:6]=2[CH:5]=[CH:4][N:3]=1.[Li+].[Br:15][C:16]1[CH:23]=[CH:22][C:19]([CH2:20]Br)=[CH:18][CH:17]=1.C(OC([N:31]1[CH2:36][CH2:35][NH:34][CH2:33][CH2:32]1)=O)(C)(C)C, predict the reaction product. The product is: [ClH:1].[Br:15][C:16]1[CH:23]=[CH:22][C:19]([CH2:20][S:11]([C:9]2[S:10][C:6]3[CH:5]=[CH:4][N:3]=[C:2]([N:31]4[CH2:36][CH2:35][NH:34][CH2:33][CH2:32]4)[C:7]=3[CH:8]=2)(=[O:13])=[O:12])=[CH:18][CH:17]=1. (6) Given the reactants Br[C:2]1[CH:7]=[CH:6][C:5]([C:8]2([C:11]3[N:15]4[CH2:16][CH2:17][S:18][C:19]([CH2:22][O:23][Si:24]([C:27]([CH3:30])([CH3:29])[CH3:28])([CH3:26])[CH3:25])([CH3:21])[CH2:20][C:14]4=[N:13][N:12]=3)[CH2:10][CH2:9]2)=[CH:4][C:3]=1[F:31].[N:32]1[CH:37]=[CH:36][CH:35]=[C:34](B(O)O)[CH:33]=1.C(=O)([O-])[O-].[K+].[K+].C(=O)([O-])O.[Na+], predict the reaction product. The product is: [Si:24]([O:23][CH2:22][C:19]1([CH3:21])[S:18][CH2:17][CH2:16][N:15]2[C:11]([C:8]3([C:5]4[CH:6]=[CH:7][C:2]([C:34]5[CH:33]=[N:32][CH:37]=[CH:36][CH:35]=5)=[C:3]([F:31])[CH:4]=4)[CH2:10][CH2:9]3)=[N:12][N:13]=[C:14]2[CH2:20]1)([C:27]([CH3:30])([CH3:29])[CH3:28])([CH3:26])[CH3:25].